From a dataset of Reaction yield outcomes from USPTO patents with 853,638 reactions. Predict the reaction yield, written as a fraction of the theoretical maximum amount of product (1.0 means a 100% yield; for example, 0.34 means a 34% yield). (1) The reactants are [C:1](#[N:5])[CH2:2][C:3]#[N:4].[OH-].[Na+].O.O=[C:10]([C:23]1[CH:28]=[CH:27][C:26]([CH3:29])=[CH:25][CH:24]=1)[CH2:11][N:12]1C(=O)C2C(=CC=CC=2)C1=O. The catalyst is CO. The product is [NH2:4][C:3]1[NH:12][CH:11]=[C:10]([C:23]2[CH:28]=[CH:27][C:26]([CH3:29])=[CH:25][CH:24]=2)[C:2]=1[C:1]#[N:5]. The yield is 0.820. (2) The reactants are O[CH2:2][CH2:3][CH2:4][N:5]1[CH2:9][CH2:8][N:7]([CH2:10][CH2:11][CH2:12][N:13]2[CH2:18][CH2:17][CH:16]([O:19][C:20](=[O:34])[NH:21][C:22]3[CH:27]=[CH:26][CH:25]=[CH:24][C:23]=3[C:28]3[CH:33]=[CH:32][CH:31]=[CH:30][CH:29]=3)[CH2:15][CH2:14]2)[C:6]1=[O:35].CS(C)=O.CCN(C(C)C)C(C)C.Br.[OH:50][C:51]1[CH:58]=[CH:57][C:54]([CH2:55][NH2:56])=[CH:53][CH:52]=1.[BH-](OC(C)=O)(OC(C)=O)OC(C)=O.[Na+].[OH-].[Na+]. The catalyst is C(Cl)Cl. The product is [OH:50][C:51]1[CH:58]=[CH:57][C:54]([CH2:55][NH:56][CH2:2][CH2:3][CH2:4][N:5]2[CH2:9][CH2:8][N:7]([CH2:10][CH2:11][CH2:12][N:13]3[CH2:14][CH2:15][CH:16]([O:19][C:20](=[O:34])[NH:21][C:22]4[CH:27]=[CH:26][CH:25]=[CH:24][C:23]=4[C:28]4[CH:33]=[CH:32][CH:31]=[CH:30][CH:29]=4)[CH2:17][CH2:18]3)[C:6]2=[O:35])=[CH:53][CH:52]=1. The yield is 0.400. (3) The reactants are [NH2:1][C:2]1[CH:7]=[CH:6][CH:5]=[CH:4][C:3]=1[S:8][CH2:9][C:10]1[CH:19]=[CH:18][CH:17]=[CH:16][C:11]=1[C:12]([O:14][CH3:15])=[O:13].[O:20]1[C:24]2[CH:25]=[CH:26][CH:27]=[CH:28][C:23]=2[CH:22]=[C:21]1[S:29](Cl)(=[O:31])=[O:30]. The catalyst is N1C=CC=CC=1. The product is [O:20]1[C:24]2[CH:25]=[CH:26][CH:27]=[CH:28][C:23]=2[CH:22]=[C:21]1[S:29]([NH:1][C:2]1[CH:7]=[CH:6][CH:5]=[CH:4][C:3]=1[S:8][CH2:9][C:10]1[CH:19]=[CH:18][CH:17]=[CH:16][C:11]=1[C:12]([O:14][CH3:15])=[O:13])(=[O:31])=[O:30]. The yield is 0.740. (4) The reactants are [F:1][C@:2]1([CH3:11])[C@H:7]([OH:8])[C@@H:6]([CH2:9][OH:10])[O:5][C:3]1=[O:4].[C:12](Cl)(=[O:19])[C:13]1[CH:18]=[CH:17][CH:16]=[CH:15][CH:14]=1.C([O:24][CH2:25][CH3:26])(=O)C.[CH3:27][CH2:28][CH2:29][CH2:30][CH2:31]CC. The catalyst is N1C=CC=CC=1. The product is [C:12]([C@@:7]1([OH:8])[C@@H:6]([CH:9]([C:25](=[O:24])[C:26]2[CH:31]=[CH:30][CH:29]=[CH:28][CH:27]=2)[OH:10])[O:5][C:3](=[O:4])[C@@:2]1([F:1])[CH3:11])(=[O:19])[C:13]1[CH:18]=[CH:17][CH:16]=[CH:15][CH:14]=1. The yield is 0.600. (5) The reactants are FC(F)(F)C(O)=O.[Cl:8][C:9]1[N:10]=[C:11]2[C:16]([NH:17]C(=O)OC(C)(C)C)=[N:15][C@@:14]([C:26]3[CH:31]=[C:30]([NH:32][C:33]([C:35]4[CH:40]=[CH:39][C:38]([F:41])=[CH:37][N:36]=4)=[O:34])[CH:29]=[CH:28][C:27]=3[F:42])([CH3:25])[CH2:13][N:12]2[C:43]=1[C:44]#[N:45]. The catalyst is C(Cl)Cl. The product is [NH2:17][C:16]1[C:11]2[N:12]([C:43]([C:44]#[N:45])=[C:9]([Cl:8])[N:10]=2)[CH2:13][C@:14]([C:26]2[CH:31]=[C:30]([NH:32][C:33]([C:35]3[CH:40]=[CH:39][C:38]([F:41])=[CH:37][N:36]=3)=[O:34])[CH:29]=[CH:28][C:27]=2[F:42])([CH3:25])[N:15]=1. The yield is 0.800. (6) The reactants are N[C@H](C(O)=O)CS.C1(=O)NC(=O)C=C1.[OH:15][C:16]([CH2:18][CH2:19][CH2:20][CH2:21][C@H:22]1[C@@H:30]2[C@@H:25]([NH:26][C:27]([NH:29]2)=[O:28])[CH2:24][S:23]1)=[O:17]. No catalyst specified. The product is [OH:17][C:16]([CH2:18][CH2:19][CH2:20][CH2:21][C@H:22]1[C@@H:30]2[C@@H:25]([NH:26][C:27]([NH:29]2)=[O:28])[CH2:24][S:23]1)=[O:15]. The yield is 1.00. (7) The reactants are Br[C:2]1[CH:3]=[CH:4][C:5]([O:29][CH2:30][CH:31]2[CH2:33][CH2:32]2)=[C:6]([C:8]2[C:9]3[CH:18]=[CH:17][N:16](S(C4C=CC(C)=CC=4)(=O)=O)[C:10]=3[C:11](=[O:15])[N:12]([CH3:14])[CH:13]=2)[CH:7]=1.CC1(C)C(C)(C)OB([C:42]2[CH:43]=[N:44]OC=2)O1.ClCCl.[F-].[K+].[OH-].[Na+]. The catalyst is CS(C)=O.O.Cl[Pd]Cl.C1(P(C2C=CC=CC=2)[C-]2C=CC=C2)C=CC=CC=1.[C-]1(P(C2C=CC=CC=2)C2C=CC=CC=2)C=CC=C1.[Fe+2]. The product is [CH:31]1([CH2:30][O:29][C:5]2[CH:4]=[CH:3][C:2]([CH2:42][C:43]#[N:44])=[CH:7][C:6]=2[C:8]2[C:9]3[CH:18]=[CH:17][NH:16][C:10]=3[C:11](=[O:15])[N:12]([CH3:14])[CH:13]=2)[CH2:33][CH2:32]1. The yield is 0.480. (8) The reactants are C(NCCO)(=[O:3])C.[H-].[Na+].F[C:11]1[CH:20]=[CH:19][CH:18]=[C:17]2[C:12]=1[C:13]([NH:21][C:22]1[CH:27]=[CH:26][C:25]([O:28][CH2:29][C:30]3[CH:35]=[CH:34][CH:33]=[CH:32][N:31]=3)=[C:24]([CH3:36])[CH:23]=1)=[N:14][CH:15]=[N:16]2.[Cl-].[NH4+]. The catalyst is CC(N(C)C)=O. The product is [CH3:36][C:24]1[CH:23]=[C:22]([NH:21][C:13]2[C:12]3[C:11]([OH:3])=[CH:20][CH:19]=[CH:18][C:17]=3[N:16]=[CH:15][N:14]=2)[CH:27]=[CH:26][C:25]=1[O:28][CH2:29][C:30]1[CH:35]=[CH:34][CH:33]=[CH:32][N:31]=1. The yield is 0.350. (9) The reactants are [Cl:1][C:2]1[C:3](Cl)=[N:4][C:5]([C:12]2[CH:17]=[CH:16][CH:15]=[C:14]([F:18])[CH:13]=2)=[C:6]([CH:11]=1)[C:7]([O:9][CH3:10])=[O:8].C(O)C.[CH2:23]([NH2:34])[C:24]1[CH:33]=[CH:32][C:29]([O:30][CH3:31])=[C:26]([O:27][CH3:28])[CH:25]=1. No catalyst specified. The product is [Cl:1][C:2]1[C:3]([NH:34][CH2:23][C:24]2[CH:33]=[CH:32][C:29]([O:30][CH3:31])=[C:26]([O:27][CH3:28])[CH:25]=2)=[N:4][C:5]([C:12]2[CH:17]=[CH:16][CH:15]=[C:14]([F:18])[CH:13]=2)=[C:6]([CH:11]=1)[C:7]([O:9][CH3:10])=[O:8]. The yield is 0.810.